This data is from Forward reaction prediction with 1.9M reactions from USPTO patents (1976-2016). The task is: Predict the product of the given reaction. The product is: [CH3:16][N:1]1[CH2:5][CH2:4][CH:3]([CH2:6][C:7]2[NH:15][C:10]3=[N:11][CH:12]=[CH:13][CH:14]=[C:9]3[CH:8]=2)[CH2:2]1. Given the reactants [NH:1]1[CH2:5][CH2:4][CH:3]([CH2:6][C:7]2[NH:15][C:10]3=[N:11][CH:12]=[CH:13][CH:14]=[C:9]3[CH:8]=2)[CH2:2]1.[CH3:16]COCC, predict the reaction product.